This data is from Catalyst prediction with 721,799 reactions and 888 catalyst types from USPTO. The task is: Predict which catalyst facilitates the given reaction. (1) The catalyst class is: 18. Reactant: [CH:1]1([C:4]2[NH:8][N:7]=[C:6]([NH:9][C:10]3[C:11]4[CH2:27][CH2:26][CH2:25][C:12]=4[N:13]=[C:14]([N:16]4[CH2:20][CH2:19][CH2:18][C@@:17]4([CH3:24])[C:21](O)=[O:22])[N:15]=3)[CH:5]=2)[CH2:3][CH2:2]1.[F:28][C:29]1[N:34]=[CH:33][C:32]([NH2:35])=[CH:31][CH:30]=1.C(N(C(C)C)CC)(C)C.CN(C(ON1N=NC2C=CC=CC1=2)=[N+](C)C)C.F[P-](F)(F)(F)(F)F. Product: [CH:1]1([C:4]2[NH:8][N:7]=[C:6]([NH:9][C:10]3[C:11]4[CH2:27][CH2:26][CH2:25][C:12]=4[N:13]=[C:14]([N:16]4[CH2:20][CH2:19][CH2:18][C@@:17]4([CH3:24])[C:21]([NH:35][C:32]4[CH:33]=[N:34][C:29]([F:28])=[CH:30][CH:31]=4)=[O:22])[N:15]=3)[CH:5]=2)[CH2:3][CH2:2]1. (2) Product: [F:20][C:21]([F:26])([F:25])[C:22]([OH:24])=[O:23].[CH:14]12[CH2:13][CH:12]([C:16](=[O:19])[CH2:17][O:39][CH:35]([CH3:36])[CH3:33])[CH2:11][CH:10]1[CH2:9][NH:8][CH2:15]2. Reactant: C(OC([N:8]1[CH2:15][CH:14]2[CH:10]([CH2:11][CH:12]([C:16](=[O:19])[CH2:17]Br)[CH2:13]2)[CH2:9]1)=O)(C)(C)C.[F:20][C:21]([F:26])([F:25])[C:22]([OH:24])=[O:23].C12C[CH:33]([C:35](=[O:39])[CH2:36]OC)CC1CNC2. The catalyst class is: 32. (3) The catalyst class is: 9. Reactant: [CH3:1][O:2][C:3]([C:5]1[NH:6][C:7]2[C:12]([CH:13]=1)=[CH:11][C:10]([S:14]([CH3:17])(=[O:16])=[O:15])=[CH:9][CH:8]=2)=[O:4].[H-].[Na+].[F:20][C:21]1[CH:28]=[CH:27][C:24]([CH2:25]Br)=[CH:23][CH:22]=1.Cl. Product: [CH3:1][O:2][C:3]([C:5]1[N:6]([CH2:25][C:24]2[CH:27]=[CH:28][C:21]([F:20])=[CH:22][CH:23]=2)[C:7]2[C:12]([CH:13]=1)=[CH:11][C:10]([S:14]([CH3:17])(=[O:16])=[O:15])=[CH:9][CH:8]=2)=[O:4].